This data is from Peptide-MHC class I binding affinity with 185,985 pairs from IEDB/IMGT. The task is: Regression. Given a peptide amino acid sequence and an MHC pseudo amino acid sequence, predict their binding affinity value. This is MHC class I binding data. The peptide sequence is FLHGGDFGV. The MHC is HLA-A69:01 with pseudo-sequence HLA-A69:01. The binding affinity (normalized) is 0.396.